From a dataset of Full USPTO retrosynthesis dataset with 1.9M reactions from patents (1976-2016). Predict the reactants needed to synthesize the given product. (1) Given the product [Br:1][C:2]1[CH:3]=[C:4]([CH:7]=[CH:8][C:9]=1[N:11]1[CH2:16][CH2:15][O:14][CH2:13][CH2:12]1)[CH:5]=[O:6], predict the reactants needed to synthesize it. The reactants are: [Br:1][C:2]1[CH:3]=[C:4]([CH:7]=[CH:8][C:9]=1F)[CH:5]=[O:6].[NH:11]1[CH2:16][CH2:15][O:14][CH2:13][CH2:12]1.C([O-])([O-])=O.[K+].[K+]. (2) Given the product [C:1]([O:5][C:6]([NH:7][C:8]1([CH2:11][C:12]([OH:27])=[O:13])[CH2:9][CH2:10]1)=[O:14])([CH3:4])([CH3:2])[CH3:3], predict the reactants needed to synthesize it. The reactants are: [C:1]([O:5][C:6](=[O:14])[NH:7][C:8]1([CH2:11][CH2:12][OH:13])[CH2:10][CH2:9]1)([CH3:4])([CH3:3])[CH3:2].CC1(C)N([O])C(C)(C)CCC1.P([O-])([O-])([O-])=[O:27].[Na+].[Na+].[Na+].Cl[O-].[Na+].Cl([O-])=O.[Na+].[OH-].[Na+].S([O-])([O-])(=O)=S.[Na+].[Na+]. (3) Given the product [CH2:13]([O:11][C:4]1[CH:5]=[CH:6][C:7]([N+:8]([O-:10])=[O:9])=[C:2]([F:1])[CH:3]=1)[CH3:14], predict the reactants needed to synthesize it. The reactants are: [F:1][C:2]1[CH:3]=[C:4]([OH:11])[CH:5]=[CH:6][C:7]=1[N+:8]([O-:10])=[O:9].Br[CH2:13][CH3:14].C([O-])([O-])=O.[K+].[K+]. (4) Given the product [CH3:21][O:20][C:17]1[N:18]=[C:19]2[C:14](=[CH:15][CH:16]=1)[N:13]=[CH:12][CH:11]=[C:10]2[N:7]1[CH2:8][CH2:9][N:4]([CH2:3][CH2:2][NH:1][CH2:41][C:39]2[CH:38]=[CH:37][C:34]3[S:35][CH2:36][C:31](=[O:30])[NH:32][C:33]=3[N:40]=2)[CH2:5][C:6]1=[O:22], predict the reactants needed to synthesize it. The reactants are: [NH2:1][CH2:2][CH2:3][N:4]1[CH2:9][CH2:8][N:7]([C:10]2[C:19]3[C:14](=[CH:15][CH:16]=[C:17]([O:20][CH3:21])[N:18]=3)[N:13]=[CH:12][CH:11]=2)[C:6](=[O:22])[CH2:5]1.[O-]S([O-])(=O)=O.[Na+].[Na+].[O:30]=[C:31]1[CH2:36][S:35][C:34]2[CH:37]=[CH:38][C:39]([CH:41]=O)=[N:40][C:33]=2[NH:32]1.[BH-](OC(C)=O)(OC(C)=O)OC(C)=O.[Na+]. (5) Given the product [CH2:26]([O:28][C:29]([C:31]1[C@@H:32]2[N:47]([CH3:48])[C@H:36]([CH2:37][C:38]=1[C:2]1[CH:7]=[N:6][C:5]([O:8][CH2:9][CH2:10][O:11][C:12]3[C:17]([Cl:18])=[CH:16][C:15]([CH3:19])=[CH:14][C:13]=3[Cl:20])=[CH:4][CH:3]=1)[CH2:35][N:34]([C:49]([O:51][C:52]([CH3:53])([CH3:55])[CH3:54])=[O:50])[CH2:33]2)=[O:30])[CH3:27], predict the reactants needed to synthesize it. The reactants are: Br[C:2]1[CH:3]=[CH:4][C:5]([O:8][CH2:9][CH2:10][O:11][C:12]2[C:17]([Cl:18])=[CH:16][C:15]([CH3:19])=[CH:14][C:13]=2[Cl:20])=[N:6][CH:7]=1.[Li]CCCC.[CH2:26]([O:28][C:29]([C:31]1[C@@H:32]2[N:47]([CH3:48])[C@H:36]([CH2:37][C:38]=1OS(C(F)(F)F)(=O)=O)[CH2:35][N:34]([C:49]([O:51][C:52]([CH3:55])([CH3:54])[CH3:53])=[O:50])[CH2:33]2)=[O:30])[CH3:27].[NH4+].[Cl-]. (6) Given the product [CH3:18][O:19][CH:20]([O:23][CH3:24])[CH2:21][NH:22][C:12](=[O:15])[C:26]([NH:6][C:5]1[CH:7]=[CH:8][C:9]([O:10][CH3:11])=[C:3]([O:2][CH3:1])[CH:4]=1)=[O:27], predict the reactants needed to synthesize it. The reactants are: [CH3:1][O:2][C:3]1[CH:4]=[C:5]([CH:7]=[CH:8][C:9]=1[O:10][CH3:11])[NH2:6].[C:12]([O-:15])([O-])=O.[K+].[K+].[CH3:18][O:19][CH:20]([O:23][CH3:24])[CH2:21][NH2:22].C[CH2:26][O:27]C(C)=O. (7) Given the product [C:1]([O-:4])(=[O:3])[CH3:2].[Ca+2:5].[OH:10][C@H:11]([CH2:17][C:18](=[O:19])[O-:20])[CH2:12][N+:13]([CH3:16])([CH3:14])[CH3:15].[C:6]([O-:9])(=[O:8])[CH3:7], predict the reactants needed to synthesize it. The reactants are: [C:1]([O-:4])(=[O:3])[CH3:2].[Ca+2:5].[C:6]([O-:9])(=[O:8])[CH3:7].[OH:10][C@H:11]([CH2:17][C:18](=[O:20])[O-:19])[CH2:12][N+:13]([CH3:16])([CH3:15])[CH3:14].